Dataset: Full USPTO retrosynthesis dataset with 1.9M reactions from patents (1976-2016). Task: Predict the reactants needed to synthesize the given product. Given the product [F:20][C:2]1([F:1])[CH2:5][N:4]([C:6]2[C:7]([O:14][CH2:15][C:16]([F:17])([F:18])[F:19])=[CH:8][C:9]([C:12](=[N:22][OH:23])[NH2:13])=[N:10][CH:11]=2)[CH2:3]1, predict the reactants needed to synthesize it. The reactants are: [F:1][C:2]1([F:20])[CH2:5][N:4]([C:6]2[C:7]([O:14][CH2:15][C:16]([F:19])([F:18])[F:17])=[CH:8][C:9]([C:12]#[N:13])=[N:10][CH:11]=2)[CH2:3]1.Cl.[NH2:22][OH:23].C(N(CC)CC)C.C(OCC)(=O)C.